From a dataset of Forward reaction prediction with 1.9M reactions from USPTO patents (1976-2016). Predict the product of the given reaction. (1) The product is: [CH3:23][CH:22]([CH3:24])[CH2:21][CH:17]([N:3]1[C:4]2[C:9](=[CH:8][C:7]([O:12][C:13]([F:16])([F:14])[F:15])=[CH:6][CH:5]=2)[CH2:10][C:2]1=[O:1])[C:18]([OH:20])=[O:19]. Given the reactants [O:1]=[C:2]1[C:10](=O)[C:9]2[C:4](=[CH:5][CH:6]=[C:7]([O:12][C:13]([F:16])([F:15])[F:14])[CH:8]=2)[N:3]1[CH:17]([CH2:21][CH:22]([CH3:24])[CH3:23])[C:18]([OH:20])=[O:19].O.NN, predict the reaction product. (2) Given the reactants [OH:1][CH:2]1[O:10][C@H:9]([CH2:11]O)[C@H:7]([OH:8])[C@H:5]([OH:6])[C@H:3]1[OH:4].C(O)[C@H]1O[C@H](O[C@]2(CO)O[C@H](CO)[C@@H](O)[C@@H]2O)[C@H](O)[C@@H](O)[C@@H]1O.C[C@]1(O)[C@@H]2C(=C(O)[C@]3(O)C(=O)C(C(N)=O)=C(O)[C@@H](N(C)C)[C@@H]3C2)C(=O)C2C(O)=CC=CC1=2.C1[C@H](N)[C@@H](O[C@H]2O[C@H](CN)[C@@H](O)[C@H](O)[C@H]2O)[C@H](O)[C@@H](O[C@H]2O[C@H](CO)[C@@H](O)[C@H](N)[C@H]2O)[C@@H]1N.COC1C=C(CC2C=NC(N)=NC=2N)C=C(OC)C=1OC.C(O)[C@H]1O[C@@H](O[C@H]2[C@H](O)[C@@](O)(CO)O[C@@H]2CO)[C@H](O)[C@@H](O)[C@H]1O.O, predict the reaction product. The product is: [O:1]=[CH:2][C@H:3]([C@@H:5]([C@@H:7]([C@H:9]([CH3:11])[OH:10])[OH:8])[OH:6])[OH:4].